This data is from Full USPTO retrosynthesis dataset with 1.9M reactions from patents (1976-2016). The task is: Predict the reactants needed to synthesize the given product. Given the product [C:10]12([CH3:18])[C:15]([CH3:17])([CH3:16])[CH:13]([CH2:12][CH2:11]1)[CH2:14][C:9]2=[O:19], predict the reactants needed to synthesize it. The reactants are: [NH2-].[Na+].C1([C@@:9]2([OH:19])[CH2:14][C@@H:13]3[C:15]([CH3:17])([CH3:16])[C@@:10]2([CH3:18])[CH2:11][CH2:12]3)C=CC=CC=1.ClCCN(C)C.